Dataset: Full USPTO retrosynthesis dataset with 1.9M reactions from patents (1976-2016). Task: Predict the reactants needed to synthesize the given product. (1) The reactants are: [N+:1]([C:4]1[CH:5]=[N:6][C:7]2[C:12]([C:13]=1[NH:14][CH2:15][C:16]([NH:19][C:20](=[O:26])[O:21][C:22]([CH3:25])([CH3:24])[CH3:23])([CH3:18])[CH3:17])=[N:11][CH:10]=[CH:9][CH:8]=2)([O-])=O.[H][H]. Given the product [NH2:1][C:4]1[CH:5]=[N:6][C:7]2[C:12]([C:13]=1[NH:14][CH2:15][C:16]([NH:19][C:20](=[O:26])[O:21][C:22]([CH3:25])([CH3:24])[CH3:23])([CH3:17])[CH3:18])=[N:11][CH:10]=[CH:9][CH:8]=2, predict the reactants needed to synthesize it. (2) Given the product [CH:15]1([N:18]2[C:6]([NH2:7])=[CH:5][C:4]([CH:1]3[CH2:3][CH2:2]3)=[N:19]2)[CH2:17][CH2:16]1, predict the reactants needed to synthesize it. The reactants are: [CH:1]1([C:4](=O)[CH2:5][C:6]#[N:7])[CH2:3][CH2:2]1.C([O-])(=O)C.[Na+].Cl.[CH:15]1([NH:18][NH2:19])[CH2:17][CH2:16]1.